The task is: Binary Classification. Given a drug SMILES string, predict its activity (active/inactive) in a high-throughput screening assay against a specified biological target.. This data is from M1 muscarinic receptor antagonist screen with 61,756 compounds. (1) The result is 0 (inactive). The compound is s1c2c(CCCC2)c2c1nc(n1ncnc21)NCc1occc1. (2) The drug is s1c2nc(nc(SCC(=O)NCc3occc3)c2c(c1C)C)C1CC1. The result is 0 (inactive). (3) The drug is S(=O)(=O)(N(CC(=O)N1CCN(CC1)C(OCC)=O)c1cc(ccc1)C)c1ccccc1. The result is 0 (inactive). (4) The drug is s1c2nc(cc(c2c(NC(=O)c2occc2)c1C(OCC)=O)C)C. The result is 0 (inactive). (5) The drug is OC(=O)Cc1c(cccc1)C(O)=O. The result is 0 (inactive). (6) The compound is o1c(CN(CC(=O)Nc2c(OC)cccc2)C(=O)c2ccc(n3nc(cc3C)C)cc2)ccc1. The result is 0 (inactive).